From a dataset of Reaction yield outcomes from USPTO patents with 853,638 reactions. Predict the reaction yield, written as a fraction of the theoretical maximum amount of product (1.0 means a 100% yield; for example, 0.34 means a 34% yield). The product is [CH2:1]([O:8][CH2:9][N:10]1[C:14]2[CH:15]=[N:16][NH:17][C:18](=[O:19])[C:13]=2[C:12]([CH2:28][C:30]2[CH:35]=[CH:34][CH:33]=[C:32]([F:36])[CH:31]=2)=[CH:11]1)[C:2]1[CH:7]=[CH:6][CH:5]=[CH:4][CH:3]=1. No catalyst specified. The reactants are [CH2:1]([O:8][CH2:9][N:10]1[C:14]2[CH:15]=[N:16][N:17](COCC[Si](C)(C)C)[C:18](=[O:19])[C:13]=2[C:12]([CH:28]([C:30]2[CH:35]=[CH:34][CH:33]=[C:32]([F:36])[CH:31]=2)O)=[CH:11]1)[C:2]1[CH:7]=[CH:6][CH:5]=[CH:4][CH:3]=1.C(OCN1C2C=NNC(=O)C=2C(C(O)(C)C)=C1)C1C=CC=CC=1. The yield is 0.580.